Dataset: Full USPTO retrosynthesis dataset with 1.9M reactions from patents (1976-2016). Task: Predict the reactants needed to synthesize the given product. (1) Given the product [CH:31]1([C@H:26]([NH:25][C:23]([C:14]2[C:13]([NH:12][C:10]([NH:9][C:5]3[C:4]([CH3:37])=[CH:3][C:2]([CH2:40][CH:39]=[CH2:38])=[CH:7][C:6]=3[CH3:8])=[O:11])=[CH:22][C:21]3[C:16](=[CH:17][CH:18]=[CH:19][CH:20]=3)[CH:15]=2)=[O:24])[C:27]([O:29][CH3:30])=[O:28])[CH2:36][CH2:35][CH2:34][CH2:33][CH2:32]1, predict the reactants needed to synthesize it. The reactants are: Br[C:2]1[CH:7]=[C:6]([CH3:8])[C:5]([NH:9][C:10]([NH:12][C:13]2[C:14]([C:23]([NH:25][C@@H:26]([CH:31]3[CH2:36][CH2:35][CH2:34][CH2:33][CH2:32]3)[C:27]([O:29][CH3:30])=[O:28])=[O:24])=[CH:15][C:16]3[C:21]([CH:22]=2)=[CH:20][CH:19]=[CH:18][CH:17]=3)=[O:11])=[C:4]([CH3:37])[CH:3]=1.[CH2:38]([Sn](CCCC)(CCCC)CC=C)[CH2:39][CH2:40]C. (2) Given the product [Cl:22][CH:7]([CH:1]1[CH2:6][CH2:5][CH2:4][CH2:3][CH2:2]1)[C:9]1[O:10][C:11]2[CH:18]=[C:17]([F:19])[CH:16]=[CH:15][C:12]=2[C:13]=1[CH3:14], predict the reactants needed to synthesize it. The reactants are: [CH:1]1([CH:7]([C:9]2[O:10][C:11]3[CH:18]=[C:17]([F:19])[CH:16]=[CH:15][C:12]=3[C:13]=2[CH3:14])O)[CH2:6][CH2:5][CH2:4][CH2:3][CH2:2]1.S(Cl)([Cl:22])=O.C(=O)([O-])O.[Na+]. (3) Given the product [CH2:13]([C:9]1[C:8]([CH3:15])=[N:7][C:6]2[N:5]([N:4]=[CH:3][C:2]=2[C:24]2[CH:25]=[N:26][N:27]([CH2:29][O:30][CH2:31][CH2:32][Si:33]([CH3:36])([CH3:35])[CH3:34])[CH:28]=2)[C:10]=1[O:11][CH3:12])[CH3:14], predict the reactants needed to synthesize it. The reactants are: Br[C:2]1[CH:3]=[N:4][N:5]2[C:10]([O:11][CH3:12])=[C:9]([CH2:13][CH3:14])[C:8]([CH3:15])=[N:7][C:6]=12.CC1(C)C(C)(C)OB([C:24]2[CH:25]=[N:26][N:27]([CH2:29][O:30][CH2:31][CH2:32][Si:33]([CH3:36])([CH3:35])[CH3:34])[CH:28]=2)O1.C([O-])([O-])=O.[Cs+].[Cs+]. (4) Given the product [CH3:1][C:2]1[N:3]=[C:4]([C:9]2[CH:14]=[CH:13][CH:12]=[CH:11][CH:10]=2)[S:5][C:6]=1[CH:7]=[CH:16][C:17]([OH:19])=[O:18], predict the reactants needed to synthesize it. The reactants are: [CH3:1][C:2]1[N:3]=[C:4]([C:9]2[CH:14]=[CH:13][CH:12]=[CH:11][CH:10]=2)[S:5][C:6]=1[CH:7]=O.C(O)(=O)[CH2:16][C:17]([OH:19])=[O:18].N1CCCCC1. (5) Given the product [CH3:1][S:2]([N:5]1[C:10]2[CH:11]=[C:12]([CH2:15][N:16]3[CH2:17][CH2:18][N:19]([CH2:23][CH2:24][O:25][C:26]4[CH:35]=[CH:34][CH:33]=[C:32]5[C:27]=4[CH:28]=[CH:29][C:30]([CH3:36])=[N:31]5)[CH2:20][CH2:21]3)[CH:13]=[CH:14][C:9]=2[O:8][CH2:7][CH2:6]1)(=[O:4])=[O:3], predict the reactants needed to synthesize it. The reactants are: [CH3:1][S:2]([N:5]1[C:10]2[CH:11]=[C:12]([CH2:15][N:16]3[CH2:21][CH2:20][NH:19][CH2:18][CH2:17]3)[CH:13]=[CH:14][C:9]=2[O:8][CH2:7][CH2:6]1)(=[O:4])=[O:3].Br[CH2:23][CH2:24][O:25][C:26]1[CH:35]=[CH:34][CH:33]=[C:32]2[C:27]=1[CH:28]=[CH:29][C:30]([CH3:36])=[N:31]2.C(N(CC)C(C)C)(C)C. (6) Given the product [CH:26]1([N:29]([CH3:37])[C:30]2[N:31]=[CH:32][C:33]([NH:36][C:9]([C:11]3[O:15][C:14]([C:16]4[CH:21]=[CH:20][CH:19]=[CH:18][C:17]=4[Cl:22])=[N:13][C:12]=3[CH2:23][CH2:24][CH3:25])=[O:10])=[CH:34][CH:35]=2)[CH2:28][CH2:27]1, predict the reactants needed to synthesize it. The reactants are: O=C1CCC(=O)N1O[C:9]([C:11]1[O:15][C:14]([C:16]2[CH:21]=[CH:20][CH:19]=[CH:18][C:17]=2[Cl:22])=[N:13][C:12]=1[CH2:23][CH2:24][CH3:25])=[O:10].[CH:26]1([N:29]([CH3:37])[C:30]2[CH:35]=[CH:34][C:33]([NH2:36])=[CH:32][N:31]=2)[CH2:28][CH2:27]1.